From a dataset of NCI-60 drug combinations with 297,098 pairs across 59 cell lines. Regression. Given two drug SMILES strings and cell line genomic features, predict the synergy score measuring deviation from expected non-interaction effect. (1) Drug 1: C1=NC(=NC(=O)N1C2C(C(C(O2)CO)O)O)N. Drug 2: CN1C2=C(C=C(C=C2)N(CCCl)CCCl)N=C1CCCC(=O)O.Cl. Cell line: CCRF-CEM. Synergy scores: CSS=16.8, Synergy_ZIP=-0.0440, Synergy_Bliss=-2.64, Synergy_Loewe=-21.3, Synergy_HSA=-2.20. (2) Drug 1: C1C(C(OC1N2C=NC3=C(N=C(N=C32)Cl)N)CO)O. Drug 2: CCC1=C2CN3C(=CC4=C(C3=O)COC(=O)C4(CC)O)C2=NC5=C1C=C(C=C5)O. Cell line: NCI-H460. Synergy scores: CSS=28.2, Synergy_ZIP=-3.65, Synergy_Bliss=-0.532, Synergy_Loewe=-39.1, Synergy_HSA=0.0821.